From a dataset of Reaction yield outcomes from USPTO patents with 853,638 reactions. Predict the reaction yield, written as a fraction of the theoretical maximum amount of product (1.0 means a 100% yield; for example, 0.34 means a 34% yield). (1) The reactants are [F:1][C:2]1[CH:10]=[CH:9][C:8]([C:11]#[N:12])=[C:7]2[C:3]=1[CH:4]=[C:5](I)[N:6]2[S:13]([C:16]1[CH:22]=[CH:21][C:19]([CH3:20])=[CH:18][CH:17]=1)(=[O:15])=[O:14].CC1(C)C(C)(C)OB([C:32]2[CH2:37][CH2:36][N:35]([C:38]([O:40][C:41]([CH3:44])([CH3:43])[CH3:42])=[O:39])[CH2:34][CH:33]=2)O1.C1COCC1.C([O-])([O-])=O.[Na+].[Na+]. The catalyst is CCOC(C)=O.C1C=CC(P(C2C=CC=CC=2)[C-]2C=CC=C2)=CC=1.C1C=CC(P(C2C=CC=CC=2)[C-]2C=CC=C2)=CC=1.Cl[Pd]Cl.[Fe+2].C(Cl)Cl.O.CO. The product is [C:11]([C:8]1[CH:9]=[CH:10][C:2]([F:1])=[C:3]2[C:7]=1[N:6]([S:13]([C:16]1[CH:22]=[CH:21][C:19]([CH3:20])=[CH:18][CH:17]=1)(=[O:15])=[O:14])[C:5]([C:32]1[CH2:37][CH2:36][N:35]([C:38]([O:40][C:41]([CH3:44])([CH3:43])[CH3:42])=[O:39])[CH2:34][CH:33]=1)=[CH:4]2)#[N:12]. The yield is 0.760. (2) The reactants are [C:1]([O:5][C:6]([N:8]1[C:16]2[C:11](=[CH:12][C:13]([C:17]([CH3:25])([CH3:24])[O:18][SiH2:19][C:20]([CH3:23])([CH3:22])[CH3:21])=[CH:14][CH:15]=2)[CH:10]=[CH:9]1)=[O:7])([CH3:4])([CH3:3])[CH3:2].C([N-]C(C)C)(C)C.C[O:34][B:35](OC)[O:36]C. The catalyst is O1CCCC1. The product is [C:20]([SiH2:19][O:18][C:17]([CH3:25])([CH3:24])[C:13]1[CH:12]=[C:11]2[C:16](=[CH:15][CH:14]=1)[NH:8][CH:9]=[CH:10]2)([CH3:23])([CH3:21])[CH3:22].[C:1]([O:5][C:6]([N:8]1[C:16]2[C:11](=[CH:12][CH:13]=[CH:14][CH:15]=2)[CH:10]=[C:9]1[B:35]([OH:36])[OH:34])=[O:7])([CH3:4])([CH3:3])[CH3:2]. The yield is 0.950. (3) The reactants are [CH3:1][O:2][C:3](=[O:17])[CH2:4][C:5]1[N:6]=[C:7]([C:10]2[CH:15]=[CH:14][C:13]([OH:16])=[CH:12][CH:11]=2)[O:8][CH:9]=1.C(=O)([O-])[O-].[K+].[K+].Br[CH2:25][CH2:26][Cl:27]. The catalyst is CC(C)=O. The product is [Cl:27][CH2:26][CH2:25][O:16][C:13]1[CH:14]=[CH:15][C:10]([C:7]2[O:8][CH:9]=[C:5]([CH2:4][C:3]([O:2][CH3:1])=[O:17])[N:6]=2)=[CH:11][CH:12]=1. The yield is 0.870. (4) The reactants are C([C@H]1COC(=O)N1[C:14](=[O:24])[C@H:15]([C:17]1[CH:22]=[CH:21][C:20]([F:23])=[CH:19][CH:18]=1)[CH3:16])C1C=CC=CC=1.[BH4-].[Na+]. The catalyst is C1COCC1.O. The product is [F:23][C:20]1[CH:19]=[CH:18][C:17]([C@H:15]([CH3:16])[CH2:14][OH:24])=[CH:22][CH:21]=1. The yield is 0.970. (5) The reactants are CS(O[CH2:6][CH2:7][C:8]1[CH:13]=[CH:12][C:11]([Cl:14])=[C:10]([Cl:15])[CH:9]=1)(=O)=O.[NH2:16][CH:17]1[CH2:22][CH2:21][N:20]([CH2:23][CH:24]2[N:34]3[C:35]4[N:26]([C:27](=[O:37])[CH:28]=[CH:29][C:30]=4[N:31]=[CH:32][C:33]3=[O:36])[CH2:25]2)[CH2:19][CH2:18]1.C([O-])([O-])=O.[K+].[K+].[Na+].[I-]. The catalyst is C(#N)C. The product is [Cl:15][C:10]1[CH:9]=[C:8]([CH2:7][CH2:6][NH:16][CH:17]2[CH2:22][CH2:21][N:20]([CH2:23][CH:24]3[N:34]4[C:35]5[N:26]([C:27](=[O:37])[CH:28]=[CH:29][C:30]=5[N:31]=[CH:32][C:33]4=[O:36])[CH2:25]3)[CH2:19][CH2:18]2)[CH:13]=[CH:12][C:11]=1[Cl:14]. The yield is 0.0700. (6) The catalyst is C1COCC1.C(Cl)(Cl)Cl. The reactants are Cl.C(OC([N:9]1[C:13]2=[C:14]([NH:29][S:30]([C:33]3([CH2:36][CH:37]([OH:40])[CH2:38][OH:39])[CH2:35][CH2:34]3)(=[O:32])=[O:31])[C:15]([NH:20][C:21]3[CH:26]=[CH:25][C:24]([I:27])=[CH:23][C:22]=3[F:28])=[C:16]([CH3:19])[C:17](=[O:18])[N:12]2[CH2:11][CH2:10]1)=O)(C)(C)C.CO. The yield is 0.147. The product is [F:28][C:22]1[CH:23]=[C:24]([I:27])[CH:25]=[CH:26][C:21]=1[NH:20][C:15]1[C:14]([NH:29][S:30]([C:33]2([CH2:36][CH:37]([OH:40])[CH2:38][OH:39])[CH2:34][CH2:35]2)(=[O:31])=[O:32])=[C:13]2[NH:9][CH2:10][CH2:11][N:12]2[C:17](=[O:18])[C:16]=1[CH3:19].